This data is from Peptide-MHC class II binding affinity with 134,281 pairs from IEDB. The task is: Regression. Given a peptide amino acid sequence and an MHC pseudo amino acid sequence, predict their binding affinity value. This is MHC class II binding data. (1) The peptide sequence is YDKFLAIVSTVLTGK. The MHC is DRB1_0404 with pseudo-sequence DRB1_0404. The binding affinity (normalized) is 0.191. (2) The peptide sequence is STWLLKPGAGIMIFD. The MHC is DRB1_1501 with pseudo-sequence DRB1_1501. The binding affinity (normalized) is 0.426. (3) The peptide sequence is FIRINNLKVKMAQED. The MHC is H-2-IAb with pseudo-sequence H-2-IAb. The binding affinity (normalized) is 0.408. (4) The peptide sequence is TNHLSKCQFDHVNTL. The MHC is DRB1_0901 with pseudo-sequence DRB1_0901. The binding affinity (normalized) is 0.151. (5) The peptide sequence is LTEKGMKNVFDDVVP. The MHC is DRB5_0101 with pseudo-sequence DRB5_0101. The binding affinity (normalized) is 0.424. (6) The peptide sequence is EVVKANGGYLAAGKL. The MHC is DRB5_0101 with pseudo-sequence DRB5_0101. The binding affinity (normalized) is 0.450. (7) The peptide sequence is LSRNSTHEMYYVSGA. The MHC is HLA-DQA10201-DQB10303 with pseudo-sequence HLA-DQA10201-DQB10303. The binding affinity (normalized) is 0.391. (8) The peptide sequence is GQNYTYKWETFLTRE. The MHC is HLA-DPA10103-DPB10301 with pseudo-sequence HLA-DPA10103-DPB10301. The binding affinity (normalized) is 0.505. (9) The peptide sequence is GAYLEEQEQWKTANE. The MHC is DRB1_0901 with pseudo-sequence DRB1_0901. The binding affinity (normalized) is 0.225. (10) The peptide sequence is RLIHSLSNVKNQSLG. The MHC is DRB1_0901 with pseudo-sequence DRB1_0901. The binding affinity (normalized) is 0.685.